Regression/Classification. Given a drug SMILES string, predict its absorption, distribution, metabolism, or excretion properties. Task type varies by dataset: regression for continuous measurements (e.g., permeability, clearance, half-life) or binary classification for categorical outcomes (e.g., BBB penetration, CYP inhibition). Dataset: pampa_ncats. From a dataset of PAMPA (Parallel Artificial Membrane Permeability Assay) permeability data from NCATS. (1) The drug is CCOC(=O)NC1=C(N=C(C=C1)NCC2=CC=C(C=C2)F)N. The result is 1 (high permeability). (2) The compound is CC1(COC1)COC2=CC3=C(C=C2)N(C=N3)C4=NC5=C(C=CC=C5N6CCC(CC6)N)C=C4. The result is 1 (high permeability).